This data is from Reaction yield outcomes from USPTO patents with 853,638 reactions. The task is: Predict the reaction yield, written as a fraction of the theoretical maximum amount of product (1.0 means a 100% yield; for example, 0.34 means a 34% yield). (1) The reactants are [F:1][C:2]1[N:7]=[C:6]([C:8](=[O:15])[CH2:9][C:10]([O:12][CH2:13][CH3:14])=[O:11])[CH:5]=[CH:4][CH:3]=1.[H-].[Na+].[F:18][C:19]([F:32])([O:23][C:24]1[CH:25]=[C:26]([CH2:30]Br)[CH:27]=[CH:28][CH:29]=1)[CH:20]([F:22])[F:21].O. The catalyst is COCCOC. The product is [F:1][C:2]1[N:7]=[C:6]([C:8](=[O:15])[CH:9]([CH2:30][C:26]2[CH:27]=[CH:28][CH:29]=[C:24]([O:23][C:19]([F:18])([F:32])[CH:20]([F:21])[F:22])[CH:25]=2)[C:10]([O:12][CH2:13][CH3:14])=[O:11])[CH:5]=[CH:4][CH:3]=1. The yield is 0.520. (2) The reactants are [F:1][C:2]1[CH:3]=[C:4]([CH:7]=[C:8]([F:10])[CH:9]=1)[NH:5][CH3:6].Br.Br[CH:13]([C:15]1[CH:16]=[C:17]([C:32]([N:34]2[CH2:38][CH2:37][CH2:36][CH2:35]2)=[O:33])[CH:18]=[C:19]2[C:24]=1[O:23][C:22]([N:25]1[CH2:30][CH2:29][O:28][CH2:27][CH2:26]1)=[CH:21][C:20]2=[O:31])[CH3:14].[I-].[K+]. The catalyst is C(Cl)(Cl)Cl.CO.C(#N)C.O. The product is [F:1][C:2]1[CH:3]=[C:4]([N:5]([CH3:6])[CH:13]([C:15]2[CH:16]=[C:17]([C:32]([N:34]3[CH2:38][CH2:37][CH2:36][CH2:35]3)=[O:33])[CH:18]=[C:19]3[C:24]=2[O:23][C:22]([N:25]2[CH2:30][CH2:29][O:28][CH2:27][CH2:26]2)=[CH:21][C:20]3=[O:31])[CH3:14])[CH:7]=[C:8]([F:10])[CH:9]=1. The yield is 0.600.